From a dataset of Drug-target binding data from BindingDB using Ki measurements. Regression. Given a target protein amino acid sequence and a drug SMILES string, predict the binding affinity score between them. We predict pKi (pKi = -log10(Ki in M); higher means stronger inhibition). Dataset: bindingdb_ki. (1) The drug is Cc1cncc(C=O)c1. The target protein (P53184) has sequence MKTLIVVDMQNDFISPLGSLTVPKGEELINPISDLMQDADRDWHRIVVTRDWHPSRHISFAKNHKDKEPYSTYTYHSPRPGDDSTQEGILWPVHCVKNTWGSQLVDQIMDQVVTKHIKIVDKGFLTDREYYSAFHDIWNFHKTDMNKYLEKHHTDEVYIVGVALEYCVKATAISAAELGYKTTVLLDYTRPISDDPEVINKVKEELKAHNINVVDK. The pKi is 6.2. (2) The compound is CCCC[C@H](NC(=O)[C@H](Cc1ccccc1)N[N+](=N)[C@H](Cc1cnc[nH]1)NC(=O)C(N)CNC(=O)[C@@H](NC(=O)[C@H](C)NC(=O)[C@H](Cc1c[nH]c2ccccc12)NC(=O)[C@H](CCC(N)=O)NC(=O)[C@H](N)Cc1ccc(O)cc1)C(C)C)C(N)=O. The target protein (P07492) has sequence MRGRELPLVLLALVLCLAPRGRAVPLPAGGGTVLTKMYPRGNHWAVGHLMGKKSTGESSSVSERGSLKQQLREYIRWEEAARNLLGLIEAKENRNHQPPQPKALGNQQPSWDSEDSSNFKDVGSKGKVGRLSAPGSQREGRNPQLNQQ. The pKi is 9.0. (3) The small molecule is CCc1c(C2CCN(CCCSc3ccc(F)cc3)CC2)c2ccc(F)cc2n1-c1cccc(C(=O)O)n1. The target protein (O54814) has sequence MASNEEELKTVVETFETTPYEYEWAPPCEKVSIRELGSWLLPPLYSLVFIVGLLGNMMVVLILIKYRKLQIMTNIYLLNLAISDLLFLFTVPFWIHYVLWNEWGFGHCMCKMLSGLYYLALYSEIFFIILLTIDRYLAIVHAVLALRARTVTFATITSIITWGFAVLAALPEFIFHESQDNFGDLSCSPRYPEGEEDSWKRFHALRMNIFGLALPLLIMVICYSGIIKTLLRCPNKKKHKAIQLIFVVMIVFFIFWTPYNLVLLLSAFHSTFLETSCQQSIHLDLAMQVTEVITHTHCCINPIIYAFVGERFRKHLRLFFHRNVAIYLRKYISFLPGEKLERTSSVSPSTGEQEISVVF. The pKi is 5.8. (4) The small molecule is CCCCOC1c2c(ncn2Cc2ccc(OC)cc2)N=CN(C)N1C. The target protein (P56658) has sequence MAQTPAFNKPKVELHVHLDGAIKPETILYYGRKRGIALPADTPEELQNIIGMDKPLSLPEFLAKFDYYMPAIAGCREAVKRIAYEFVEMKAKDGVVYVEVRYSPHLLANSKVEPIPWNQAEGDLTPDEVVSLVNQGLQEGERDFGVKVRSILCCMRHQPSWSSEVVELCKKYREQTVVAIDLAGDETIEGSSLFPGHVKAYAEAVKSGVHRTVHAGEVGSANVVKEAVDTLKTERLGHGYHTLEDATLYNRLRQENMHFEVCPWSSYLTGAWKPDTEHPVVRFKNDQVNYSLNTDDPLIFKSTLDTDYQMTKNEMGFTEEEFKRLNINAAKSSFLPEDEKKELLDLLYKAYGMPSPASAEQCL. The pKi is 4.8. (5) The compound is O=c1scc(O)n1CCCCCNCC1CCc2ccccc2O1. The target protein (P35563) has sequence MPLCIPQVLLALFLSVLIAQGEGSRRRATQAHSTTQPALLRLSDHLLANYKKGVRPVRDWRKPTLVSIDVIMYAILNVDEKNQVLTTYIWYRQFWTDEFLQWTPEDFDNVTKLSIPTDSIWVPDILINEFVDVGKSPSIPYVYVHHQGEVQNYKPLQLVTACSLDIYNFPFDVQNCSLTFTSWLHTIQDINISLWRTPEEVRSDKSIFINQGEWELLGVFTKFQEFSIETSNSYAEMKFYVVIRRRPLFYAVSLLLPSIFLMVVDIVGFCLPPDSGERVSFKITLLLGYSVFLIIVSDTLPATAIGTPLIGVYFVVCMALLVISLAETIFIVQLVHKQDLQRPVPDWLRHLVLDRIAWLLCLGEQPMAHRPPATFQANKTDDCSAMGNHCSHVGSPQDLEKTSRSRDSPLPPPREASLAVRGLLQELSSIRHSLEKRDEMREVARDWLRVGYVLDRLLFRIYLLAVLAYSITLVTLWSIWHYS. The pKi is 6.0. (6) The drug is C=CC[C@H](NC(=O)[C@H](Cc1ccccc1)NS(=O)(=O)N1CCOCC1)C(=O)N[C@@H](CC1CCCCC1)[C@@H](O)C[C@@H](O)CC. The target protein sequence is MKTLLLLLLVLLELGEAQGSLHRVPLRRHPSLKKKLRARSQLSEFWKSHNLDMIQFTESCSMDQSAKEPLINYLDMEYFGTISIGSPPQNFTVIFDTGSSNLWVPSVYCTSPACKTHSRFQPSQSSTYSQPGQSFSIQYGTGSLSGIIGADQVSAFATQVEGLTVVGQQFGESVTEPGQTFVDAEFDGILGLGYPSLAVGGVTPVFDNMMAQNLVDLPMFSVYMSSNPEGGAGSELIFGGYDHSHFSGSLNWVPVTKQAYWQIALDNIQVGGTVMFCSEGCQAIVDTGTSLITGPSDKIKQLQNAIGAAPVDGEYAVECANLNVMPDVTFTINGVPYTLSPTAYTLLDFVDGMQFCSSGFQGLDIHPPAGPLWILGDVFIRQFYSVFDRGNNRVGLAPAVP. The pKi is 8.5. (7) The pKi is 6.3. The compound is CC[C@H](C)[C@H](NC(=O)[C@H](CO)NC(=O)[C@H](CC(N)=O)NC(=O)[C@H](CC(C)C)NC(=O)[C@H](Cc1ccc(O)cc1)NC(=O)[C@H](CCCCN)NC(=O)[C@H](CCCCN)NC(=O)[C@@H](NC(=O)[C@H](C)NC(=O)[C@H](CCSC)NC(=O)[C@H](CCC(N)=O)NC(=O)[C@H](CCCCN)NC(=O)[C@H](CCCN=C(N)N)NC(=O)[C@H](CC(C)C)NC(=O)[C@H](CCCN=C(N)N)NC(=O)C(NC(=O)[C@H](Cc1ccc(O)cc1)NC(=O)[C@H](CC(N)=O)NC(=O)[C@H](CC(=O)O)NC(=O)[C@@H](NC(=O)[C@H](Cc1ccccc1)NC(=O)[C@@H](NC(=O)[C@H](C)NC(=O)[C@H](C)NC(=O)[C@H](CO)NC(=O)[C@@H](N)Cc1cnc[nH]1)C(C)C)[C@@H](C)O)[C@@H](C)O)C(C)C)C(=O)N[C@@H](CC(C)C)C(=O)N[C@@H](CC(N)=O)C(N)=O. The target protein (P35000) has sequence MRASVVLTCYCWLLVRVSSIHPECRFHLEIQEEETKCAELLSSQMENHRACSGVWDNITCWRPADIGETVTVPCPKVFSNFYSRPGNISKNCTSDGWSETFPDFIDACGYNDPEDESKITFYILVKAIYTLGYSVSLMSLTTGSIIICLFRKLHCTRNYIHLNLFLSFMLRAISVLVKDSVLYSSSGTLRCHDQPGSWVGCKLSLVFFQYCIMANFYWLLVEGLYLHTLLVAILPPSRCFLAYLLIGWGIPSVCIGAWIATRLSLEDTGCWDTNDHSIPWWVIRMPILISIVVNFALFISIVRILLQKLTSPDVGGNDQSQYKRLAKSTLLLIPLFGVHYMVFAAFPIGISSTYQILFELCVGSFQGLVVAVLYCFLNSEVQCELKRRWRGLCLTQPGSRDYRLHSWSMSRNGSESALQIHRGSRTQSFLQSETSVI. (8) The drug is CC(C)[C@H](NC(=O)[C@H](CCCCN)NC(=O)[C@@H](Cc1c[nH]c2ccccc12)NC(=O)[C@H](Cc1ccc(O)cc1)NC(=O)[C@H](Cc1ccc(Cl)cc1)NC(=O)[C@H](N)Cc1ccccc1)C(=O)N[C@@H](Cc1ccccc1)C(=O)N[C@H](C)C(N)=O. The target protein (P30875) has sequence MEMSSEQLNGSQVWVSSPFDLNGSLGPSNGSNQTEPYYDMTSNAVLTFIYFVVCVVGLCGNTLVIYVILRYAKMKTITNIYILNLAIADELFMLGLPFLAMQVALVHWPFGKAICRVVMTVDGINQFTSIFCLTVMSIDRYLAVVHPIKSAKWRRPRTAKMINVAVWCVSLLVILPIMIYAGLRSNQWGRSSCTINWPGESGAWYTGFIIYAFILGFLVPLTIICLCYLFIIIKVKSSGIRVGSSKRKKSEKKVTRMVSIVVAVFIFCWLPFYIFNVSSVSVAISPTPALKGMFDFVVILTYANSCANPILYAFLSDNFKKSFQNVLCLVKVSGTEDGERSDSKQDKSRLNETTETQRTLLNGDLQTSI. The pKi is 6.0.